Predict the reactants needed to synthesize the given product. From a dataset of Full USPTO retrosynthesis dataset with 1.9M reactions from patents (1976-2016). (1) Given the product [NH2:1][C:2]1[C:3]([C:4]([O:6][CH3:7])=[O:5])=[C:8]([CH:17]([C:18]([O:20][CH2:21][CH3:22])=[O:19])[C:16]([O:24][CH2:25][CH3:26])=[O:23])[CH:9]=[CH:10][C:11]=1[N+:12]([O-:14])=[O:13], predict the reactants needed to synthesize it. The reactants are: [NH2:1][C:2]1[C:11]([N+:12]([O-:14])=[O:13])=[CH:10][CH:9]=[C:8](Cl)[C:3]=1[C:4]([O:6][CH3:7])=[O:5].[C:16]([O:24][CH2:25][CH3:26])(=[O:23])[CH2:17][C:18]([O:20][CH2:21][CH3:22])=[O:19].C([O-])([O-])=O.[K+].[K+].Cl. (2) Given the product [Br:8][C:5]1[CH:6]=[CH:7][C:2]([C:9]#[N:10])=[N:3][CH:4]=1, predict the reactants needed to synthesize it. The reactants are: Br[C:2]1[CH:7]=[CH:6][C:5]([Br:8])=[CH:4][N:3]=1.[CH3:9][N:10](C=O)C.